This data is from Full USPTO retrosynthesis dataset with 1.9M reactions from patents (1976-2016). The task is: Predict the reactants needed to synthesize the given product. (1) Given the product [OH:3][CH2:4][C:6]1[N:7]=[C:8]([C:11]2[CH:12]=[C:13]([C:17]3[CH2:18][C:19](=[O:33])[NH:20][C:21]4[CH:27]=[C:26]([N:28]5[CH:29]=[CH:30][CH:31]=[CH:32]5)[CH:25]=[CH:24][C:22]=4[N:23]=3)[CH:14]=[CH:15][CH:16]=2)[S:9][CH:10]=1, predict the reactants needed to synthesize it. The reactants are: C([O:3][C:4]([C:6]1[N:7]=[C:8]([C:11]2[CH:16]=[CH:15][CH:14]=[C:13]([C:17]3[CH2:18][C:19](=[O:33])[NH:20][C:21]4[CH:27]=[C:26]([N:28]5[CH:32]=[CH:31][CH:30]=[CH:29]5)[CH:25]=[CH:24][C:22]=4[N:23]=3)[CH:12]=2)[S:9][CH:10]=1)=O)C.COCCO[AlH2-]OCCOC.[Na+].C1(C)C=CC=CC=1. (2) Given the product [Br:1][C:2]1[CH:3]=[CH:4][C:5]([C:8]2[O:12][N:11]=[C:10]([CH3:13])[C:9]=2[NH:14][CH2:26][CH:25]([CH3:28])[CH2:24][C:21]2[CH:20]=[CH:19][C:18]([CH:15]([CH3:17])[CH3:16])=[CH:23][CH:22]=2)=[CH:6][CH:7]=1, predict the reactants needed to synthesize it. The reactants are: [Br:1][C:2]1[CH:7]=[CH:6][C:5]([C:8]2[O:12][N:11]=[C:10]([CH3:13])[C:9]=2[NH2:14])=[CH:4][CH:3]=1.[CH:15]([C:18]1[CH:23]=[CH:22][C:21]([CH2:24][CH:25]([CH3:28])[CH:26]=O)=[CH:20][CH:19]=1)([CH3:17])[CH3:16].C([BH3-])#N.[Na+]. (3) Given the product [F:26][C:25]1[CH:24]=[CH:23][C:10]([CH2:11][C:12]2[C:21]3[C:16](=[CH:17][CH:18]=[CH:19][CH:20]=3)[C:15](=[O:22])[NH:14][N:13]=2)=[CH:9][C:8]=1[C:6]([N:4]1[CH2:3][CH:2]([NH:1][CH:28]([CH3:30])[CH3:27])[CH2:5]1)=[O:7], predict the reactants needed to synthesize it. The reactants are: [NH2:1][CH:2]1[CH2:5][N:4]([C:6]([C:8]2[CH:9]=[C:10]([CH:23]=[CH:24][C:25]=2[F:26])[CH2:11][C:12]2[C:21]3[C:16](=[CH:17][CH:18]=[CH:19][CH:20]=3)[C:15](=[O:22])[NH:14][N:13]=2)=[O:7])[CH2:3]1.[CH3:27][C:28]([CH3:30])=O.C(O[BH-](OC(=O)C)OC(=O)C)(=O)C.[Na+]. (4) Given the product [CH3:23][C:17]1[CH:18]=[C:19]([CH3:22])[CH:20]=[CH:21][C:16]=1[N:13]1[CH2:14][CH2:15][N:10]([C:8]([C:5]2[CH:6]=[CH:7][C:2]([N:31]3[C@H:30]([CH2:28][CH3:29])[CH2:34][CH2:33][S:32]3(=[O:36])=[O:35])=[CH:3][C:4]=2[S:24]([CH3:27])(=[O:26])=[O:25])=[O:9])[CH2:11][CH2:12]1, predict the reactants needed to synthesize it. The reactants are: Br[C:2]1[CH:7]=[CH:6][C:5]([C:8]([N:10]2[CH2:15][CH2:14][N:13]([C:16]3[CH:21]=[CH:20][C:19]([CH3:22])=[CH:18][C:17]=3[CH3:23])[CH2:12][CH2:11]2)=[O:9])=[C:4]([S:24]([CH3:27])(=[O:26])=[O:25])[CH:3]=1.[CH2:28]([C@@H:30]1[CH2:34][CH2:33][S:32](=[O:36])(=[O:35])[NH:31]1)[CH3:29].C(=O)([O-])[O-].[K+].[K+].[I-].[K+].CNCCNC. (5) Given the product [NH2:1][C:2]1[N:3]=[CH:4][C:5]2[CH2:11][N:10]([C:12]3[CH:13]=[C:14]([CH:18]=[CH:19][CH:20]=3)[C:15]([NH:62][C:58]3[CH:59]=[CH:60][CH:61]=[C:56]([O:55][CH3:54])[CH:57]=3)=[O:17])[CH2:9][CH2:8][C:6]=2[N:7]=1, predict the reactants needed to synthesize it. The reactants are: [NH2:1][C:2]1[N:3]=[CH:4][C:5]2[CH2:11][N:10]([C:12]3[CH:13]=[C:14]([CH:18]=[CH:19][CH:20]=3)[C:15]([OH:17])=O)[CH2:9][CH2:8][C:6]=2[N:7]=1.C(N(CC)C(C)C)(C)C.CN(C(ON1N=NC2C=CC=CC1=2)=[N+](C)C)C.F[P-](F)(F)(F)(F)F.[CH3:54][O:55][C:56]1[CH:61]=[CH:60][CH:59]=[C:58]([NH2:62])[CH:57]=1. (6) Given the product [CH:11]([C:3]1[CH:4]=[CH:5][CH:6]=[C:7]([CH:8]([CH3:10])[CH3:9])[C:2]=1[C:17]1[CH:18]=[N:19][CH:20]=[CH:21][CH:22]=1)([CH3:13])[CH3:12], predict the reactants needed to synthesize it. The reactants are: I[C:2]1[C:7]([CH:8]([CH3:10])[CH3:9])=[CH:6][CH:5]=[CH:4][C:3]=1[CH:11]([CH3:13])[CH3:12].C(B(CC)[C:17]1[CH:18]=[N:19][CH:20]=[CH:21][CH:22]=1)C.C(=O)([O-])[O-].[K+].[K+].